From a dataset of Catalyst prediction with 721,799 reactions and 888 catalyst types from USPTO. Predict which catalyst facilitates the given reaction. (1) Reactant: [C:1]([Cl:6])(=O)[C:2]([Cl:4])=O.CN(C=O)C.ClC1C(=O)[NH:17][C:16]([CH:20]([F:22])[F:21])=[C:15]([C:23]([O:25][CH2:26][CH3:27])=[O:24])[CH:14]=1. Product: [Cl:4][C:2]1[C:1]([Cl:6])=[N:17][C:16]([CH:20]([F:21])[F:22])=[C:15]([CH:14]=1)[C:23]([O:25][CH2:26][CH3:27])=[O:24]. The catalyst class is: 2. (2) Reactant: Br[C:2]1[C:3]([C:8]([NH:10][C@H:11]([C:13]2[N:14]([C:25]3[CH:30]=[CH:29][CH:28]=[CH:27][CH:26]=3)[C:15](=[O:24])[C:16]3[C:21]([CH:22]=2)=[CH:20][CH:19]=[CH:18][C:17]=3[Cl:23])[CH3:12])=[O:9])=[N:4][CH:5]=[CH:6][N:7]=1.Cl.CN.[CH:34]([N:37](CC)C(C)C)(C)C. Product: [Cl:23][C:17]1[CH:18]=[CH:19][CH:20]=[C:21]2[C:16]=1[C:15](=[O:24])[N:14]([C:25]1[CH:30]=[CH:29][CH:28]=[CH:27][CH:26]=1)[C:13]([C@@H:11]([NH:10][C:8]([C:3]1[C:2]([NH:37][CH3:34])=[N:7][CH:6]=[CH:5][N:4]=1)=[O:9])[CH3:12])=[CH:22]2. The catalyst class is: 12.